From a dataset of Experimentally validated miRNA-target interactions with 360,000+ pairs, plus equal number of negative samples. Binary Classification. Given a miRNA mature sequence and a target amino acid sequence, predict their likelihood of interaction. (1) The miRNA is mmu-miR-489-3p with sequence AAUGACACCACAUAUAUGGCAGC. The protein sequence of the target gene is MWLVTFLLLLDSLHKARPEDVGTSLYFVNDSLQQVTFSSSVGVVVPCPAAGSPSAALRWYLATGDDIYDVPHIRHVHANGTLQLYPFSPSAFNSFIHDNDYFCTAENAAGKIRSPNIRVKAVFREPYTVRVEDQRSMRGNVAVFKCLIPSSVQEYVSVVSWEKDTVSIIPEHRFFITYHGGLYISDVQKEDALSTYRCITKHKYSGETRQSNGARLSVTDPAESIPTILDGFHSQEVWAGHTVELPCTASGYPIPAIRWLKDGRPLPADSRWTKRITGLTISDLRTEDSGTYICEVTNTF.... Result: 0 (no interaction). (2) The miRNA is hsa-miR-5194 with sequence UGAGGGGUUUGGAAUGGGAUGG. The protein sequence of the target gene is MKSLTWILGLWALAACFTPGESQRGPRGPYPPGPLAPPQPFGPGFVPPPPPPPYGPGRIPPPPPAPYGPGIFPPPPPQP. Result: 0 (no interaction).